Dataset: Forward reaction prediction with 1.9M reactions from USPTO patents (1976-2016). Task: Predict the product of the given reaction. (1) The product is: [ClH:52].[NH2:8][CH2:9][CH2:10][CH2:11][O:12][C:13]1[CH:48]=[CH:47][CH:46]=[CH:45][C:14]=1[CH2:15][NH:16][C:17](=[O:44])[NH:18][C:19]1[S:20][CH:21]=[C:22]([C:24]([NH:26][CH2:27][C:28]([NH:30][C@@H:31]([C:38]2[CH:39]=[N:40][CH:41]=[CH:42][CH:43]=2)[CH2:32][C:33]([O:35][CH2:36][CH3:37])=[O:34])=[O:29])=[O:25])[N:23]=1. Given the reactants C(OC([NH:8][CH2:9][CH2:10][CH2:11][O:12][C:13]1[CH:48]=[CH:47][CH:46]=[CH:45][C:14]=1[CH2:15][NH:16][C:17](=[O:44])[NH:18][C:19]1[S:20][CH:21]=[C:22]([C:24]([NH:26][CH2:27][C:28]([NH:30][C@@H:31]([C:38]2[CH:39]=[N:40][CH:41]=[CH:42][CH:43]=2)[CH2:32][C:33]([O:35][CH2:36][CH3:37])=[O:34])=[O:29])=[O:25])[N:23]=1)=O)(C)(C)C.C([Cl:52])(=O)C, predict the reaction product. (2) Given the reactants Cl[CH2:2][C:3]([NH:5][C:6]1[CH:25]=[CH:24][C:9]2[N:10]=[C:11]([NH:14][C@H:15]3[C:23]4[C:18](=[CH:19][CH:20]=[CH:21][CH:22]=4)[CH2:17][CH2:16]3)[O:12][CH2:13][C:8]=2[CH:7]=1)=[O:4].[CH3:26][N:27]1[CH2:32][CH2:31][NH:30][CH2:29][CH2:28]1, predict the reaction product. The product is: [C@H:15]1([NH:14][C:11]2[O:12][CH2:13][C:8]3[CH:7]=[C:6]([NH:5][C:3](=[O:4])[CH2:2][N:30]4[CH2:31][CH2:32][N:27]([CH3:26])[CH2:28][CH2:29]4)[CH:25]=[CH:24][C:9]=3[N:10]=2)[C:23]2[C:18](=[CH:19][CH:20]=[CH:21][CH:22]=2)[CH2:17][CH2:16]1.